From a dataset of Peptide-MHC class I binding affinity with 185,985 pairs from IEDB/IMGT. Regression. Given a peptide amino acid sequence and an MHC pseudo amino acid sequence, predict their binding affinity value. This is MHC class I binding data. The peptide sequence is AYPELACAV. The MHC is HLA-C04:01 with pseudo-sequence HLA-C04:01. The binding affinity (normalized) is 0.0847.